Dataset: Catalyst prediction with 721,799 reactions and 888 catalyst types from USPTO. Task: Predict which catalyst facilitates the given reaction. (1) Reactant: [CH2:1]([C:7]1([C:12]2[CH:13]=[C:14]([OH:19])[CH:15]=[C:16]([OH:18])[CH:17]=2)[S:11][CH2:10][CH2:9][S:8]1)[CH2:2][CH2:3][CH2:4][CH2:5][CH3:6].[C:20]1([CH3:30])[CH2:25][CH2:24][C:23]([CH:26]([CH3:28])[CH3:27])=[C:22](O)[CH:21]=1. Product: [CH2:1]([C:7]1([C:12]2[CH:13]=[C:14]([OH:19])[C:15]3[C@@H:24]4[CH2:25][C:20]([CH3:30])=[CH:21][CH2:22][C@H:23]4[C:26]([CH3:28])([CH3:27])[O:18][C:16]=3[CH:17]=2)[S:8][CH2:9][CH2:10][S:11]1)[CH2:2][CH2:3][CH2:4][CH2:5][CH3:6]. The catalyst class is: 22. (2) Product: [Br:28][C:7]1[C:8](=[O:22])[N:9]([C:13]2[CH:18]=[C:17]([CH2:19][OH:20])[CH:16]=[CH:15][C:14]=2[CH3:21])[C:10]([CH3:12])=[CH:11][C:6]=1[O:5][CH2:4][C:3]1[CH:23]=[CH:24][C:25]([F:27])=[CH:26][C:2]=1[F:1]. The catalyst class is: 2. Reactant: [F:1][C:2]1[CH:26]=[C:25]([F:27])[CH:24]=[CH:23][C:3]=1[CH2:4][O:5][C:6]1[CH:11]=[C:10]([CH3:12])[N:9]([C:13]2[CH:18]=[C:17]([CH2:19][OH:20])[CH:16]=[CH:15][C:14]=2[CH3:21])[C:8](=[O:22])[CH:7]=1.[Br:28]N1C(=O)CCC1=O. (3) Reactant: [Br:1][C:2]1[CH:3]=[N:4][C:5](I)=[N:6][CH:7]=1.[F:9][C:10]([F:21])([F:20])[C:11]1[CH:16]=[CH:15][C:14](B(O)O)=[CH:13][CH:12]=1.C([O-])([O-])=O.[Na+].[Na+]. Product: [Br:1][C:2]1[CH:3]=[N:4][C:5]([C:14]2[CH:15]=[CH:16][C:11]([C:10]([F:21])([F:20])[F:9])=[CH:12][CH:13]=2)=[N:6][CH:7]=1. The catalyst class is: 235. (4) Reactant: O[C:2]1[C:7]([I:8])=[C:6]([OH:9])[CH:5]=[CH:4][N:3]=1.[C:10]([O-:13])([O-])=O.[Cs+].[Cs+].[CH3:16]I. Product: [CH3:2][N:3]1[CH:4]=[CH:5][C:6]([O:9][CH3:16])=[C:7]([I:8])[C:10]1=[O:13]. The catalyst class is: 3.